Dataset: TCR-epitope binding with 47,182 pairs between 192 epitopes and 23,139 TCRs. Task: Binary Classification. Given a T-cell receptor sequence (or CDR3 region) and an epitope sequence, predict whether binding occurs between them. (1) The epitope is TPINLVRDL. The TCR CDR3 sequence is CASSPYERGIEQYF. Result: 0 (the TCR does not bind to the epitope). (2) The epitope is SLYNTVATL. The TCR CDR3 sequence is CASSLGVDSDTDTQYF. Result: 0 (the TCR does not bind to the epitope).